Predict which catalyst facilitates the given reaction. From a dataset of Catalyst prediction with 721,799 reactions and 888 catalyst types from USPTO. Reactant: [F:1][C:2]([F:17])([F:16])[C:3]1[CH:4]=[C:5]([CH:9]=[C:10]([C:12]([F:15])([F:14])[F:13])[CH:11]=1)[C:6](Cl)=[O:7].[CH2:18]([N:25]1[C@@H:30]2[C@H:31]([C:33]#[N:34])[CH2:32][C@@:26]1([C:36]1[CH:41]=[CH:40][CH:39]=[CH:38][CH:37]=1)[C@H:27]([OH:35])[CH2:28][CH2:29]2)[C:19]1[CH:24]=[CH:23][CH:22]=[CH:21][CH:20]=1.C(N(CC)CC)C. Product: [CH2:18]([N:25]1[C@@H:30]2[C@H:31]([C:33]#[N:34])[CH2:32][C@@:26]1([C:36]1[CH:41]=[CH:40][CH:39]=[CH:38][CH:37]=1)[C@H:27]([O:35][C:6](=[O:7])[C:5]1[CH:9]=[C:10]([C:12]([F:13])([F:14])[F:15])[CH:11]=[C:3]([C:2]([F:1])([F:16])[F:17])[CH:4]=1)[CH2:28][CH2:29]2)[C:19]1[CH:20]=[CH:21][CH:22]=[CH:23][CH:24]=1. The catalyst class is: 4.